Dataset: Forward reaction prediction with 1.9M reactions from USPTO patents (1976-2016). Task: Predict the product of the given reaction. Given the reactants [O:1]1[CH:5]2[O:6][CH2:7][CH2:8][CH:4]2[CH:3]([O:9][C:10](=[O:45])[NH:11][CH:12]([CH2:38][C:39]2[CH:44]=[CH:43][CH:42]=[CH:41][CH:40]=2)[CH:13]([OH:37])[CH2:14][N:15]([S:20]([C:23]2[CH:24]=[C:25]3[C:29](=[CH:30][CH:31]=2)[NH:28][C:27](=[O:32])[C:26]3=[CH:33][N:34]([CH3:36])C)(=[O:22])=[O:21])[CH2:16][CH:17]([CH3:19])[CH3:18])[CH2:2]1.[CH2:46](N)[C:47](C)([CH3:49])[CH3:48], predict the reaction product. The product is: [O:1]1[CH:5]2[O:6][CH2:7][CH2:8][CH:4]2[CH:3]([O:9][C:10](=[O:45])[NH:11][CH:12]([CH2:38][C:39]2[CH:44]=[CH:43][CH:42]=[CH:41][CH:40]=2)[CH:13]([OH:37])[CH2:14][N:15]([S:20]([C:23]2[CH:24]=[C:25]3[C:29](=[CH:30][CH:31]=2)[NH:28][C:27](=[O:32])[C:26]3=[CH:33][NH:34][CH2:36][C:47]([CH3:49])([CH3:48])[CH3:46])(=[O:22])=[O:21])[CH2:16][CH:17]([CH3:18])[CH3:19])[CH2:2]1.